Dataset: NCI-60 drug combinations with 297,098 pairs across 59 cell lines. Task: Regression. Given two drug SMILES strings and cell line genomic features, predict the synergy score measuring deviation from expected non-interaction effect. (1) Synergy scores: CSS=56.1, Synergy_ZIP=5.87, Synergy_Bliss=4.36, Synergy_Loewe=-3.47, Synergy_HSA=4.66. Drug 1: CC1=C(C=C(C=C1)C(=O)NC2=CC(=CC(=C2)C(F)(F)F)N3C=C(N=C3)C)NC4=NC=CC(=N4)C5=CN=CC=C5. Cell line: NCIH23. Drug 2: C1CN1C2=NC(=NC(=N2)N3CC3)N4CC4. (2) Drug 1: CCC1(CC2CC(C3=C(CCN(C2)C1)C4=CC=CC=C4N3)(C5=C(C=C6C(=C5)C78CCN9C7C(C=CC9)(C(C(C8N6C=O)(C(=O)OC)O)OC(=O)C)CC)OC)C(=O)OC)O.OS(=O)(=O)O. Drug 2: CCCCC(=O)OCC(=O)C1(CC(C2=C(C1)C(=C3C(=C2O)C(=O)C4=C(C3=O)C=CC=C4OC)O)OC5CC(C(C(O5)C)O)NC(=O)C(F)(F)F)O. Cell line: HCT-15. Synergy scores: CSS=49.6, Synergy_ZIP=2.77, Synergy_Bliss=3.78, Synergy_Loewe=3.84, Synergy_HSA=3.33. (3) Drug 1: CN1C(=O)N2C=NC(=C2N=N1)C(=O)N. Drug 2: C1CNP(=O)(OC1)N(CCCl)CCCl. Cell line: DU-145. Synergy scores: CSS=0.121, Synergy_ZIP=5.07, Synergy_Bliss=6.29, Synergy_Loewe=1.33, Synergy_HSA=-1.65. (4) Drug 1: COC1=C(C=C2C(=C1)N=CN=C2NC3=CC(=C(C=C3)F)Cl)OCCCN4CCOCC4. Drug 2: CC12CCC3C(C1CCC2=O)CC(=C)C4=CC(=O)C=CC34C. Cell line: UACC-257. Synergy scores: CSS=47.0, Synergy_ZIP=5.27, Synergy_Bliss=7.19, Synergy_Loewe=4.35, Synergy_HSA=10.2. (5) Drug 2: CCC1=C2CN3C(=CC4=C(C3=O)COC(=O)C4(CC)O)C2=NC5=C1C=C(C=C5)O. Synergy scores: CSS=33.1, Synergy_ZIP=-8.95, Synergy_Bliss=0.353, Synergy_Loewe=3.50, Synergy_HSA=3.07. Drug 1: C1CN1P(=S)(N2CC2)N3CC3. Cell line: RPMI-8226.